Dataset: NCI-60 drug combinations with 297,098 pairs across 59 cell lines. Task: Regression. Given two drug SMILES strings and cell line genomic features, predict the synergy score measuring deviation from expected non-interaction effect. (1) Drug 1: CC1=C2C(C(=O)C3(C(CC4C(C3C(C(C2(C)C)(CC1OC(=O)C(C(C5=CC=CC=C5)NC(=O)C6=CC=CC=C6)O)O)OC(=O)C7=CC=CC=C7)(CO4)OC(=O)C)O)C)OC(=O)C. Drug 2: C1=CC=C(C=C1)NC(=O)CCCCCCC(=O)NO. Cell line: IGROV1. Synergy scores: CSS=16.5, Synergy_ZIP=-6.14, Synergy_Bliss=-4.00, Synergy_Loewe=-2.92, Synergy_HSA=-1.45. (2) Drug 1: CCN(CC)CCCC(C)NC1=C2C=C(C=CC2=NC3=C1C=CC(=C3)Cl)OC. Drug 2: CC1=C(C(=O)C2=C(C1=O)N3CC4C(C3(C2COC(=O)N)OC)N4)N. Cell line: K-562. Synergy scores: CSS=64.0, Synergy_ZIP=0.0517, Synergy_Bliss=-0.745, Synergy_Loewe=-5.70, Synergy_HSA=2.20. (3) Drug 1: C1=CC(=CC=C1CC(C(=O)O)N)N(CCCl)CCCl.Cl. Drug 2: CC=C1C(=O)NC(C(=O)OC2CC(=O)NC(C(=O)NC(CSSCCC=C2)C(=O)N1)C(C)C)C(C)C. Cell line: HOP-62. Synergy scores: CSS=57.4, Synergy_ZIP=-2.85, Synergy_Bliss=0.848, Synergy_Loewe=-24.7, Synergy_HSA=0.581. (4) Drug 1: C1C(C(OC1N2C=C(C(=O)NC2=O)F)CO)O. Drug 2: C1CN1C2=NC(=NC(=N2)N3CC3)N4CC4. Cell line: NCI-H226. Synergy scores: CSS=6.77, Synergy_ZIP=-0.959, Synergy_Bliss=-0.129, Synergy_Loewe=-0.0396, Synergy_HSA=-0.0678. (5) Drug 1: C#CCC(CC1=CN=C2C(=N1)C(=NC(=N2)N)N)C3=CC=C(C=C3)C(=O)NC(CCC(=O)O)C(=O)O. Drug 2: CCC1(C2=C(COC1=O)C(=O)N3CC4=CC5=C(C=CC(=C5CN(C)C)O)N=C4C3=C2)O.Cl. Cell line: SK-MEL-28. Synergy scores: CSS=12.7, Synergy_ZIP=-3.43, Synergy_Bliss=-3.46, Synergy_Loewe=-3.24, Synergy_HSA=-5.87. (6) Drug 1: CC1OCC2C(O1)C(C(C(O2)OC3C4COC(=O)C4C(C5=CC6=C(C=C35)OCO6)C7=CC(=C(C(=C7)OC)O)OC)O)O. Drug 2: CNC(=O)C1=NC=CC(=C1)OC2=CC=C(C=C2)NC(=O)NC3=CC(=C(C=C3)Cl)C(F)(F)F. Cell line: ACHN. Synergy scores: CSS=53.2, Synergy_ZIP=-6.34, Synergy_Bliss=-2.74, Synergy_Loewe=-13.1, Synergy_HSA=-0.912. (7) Drug 1: C1=CC(=CC=C1CCC2=CNC3=C2C(=O)NC(=N3)N)C(=O)NC(CCC(=O)O)C(=O)O. Drug 2: C(CCl)NC(=O)N(CCCl)N=O. Cell line: SF-295. Synergy scores: CSS=31.3, Synergy_ZIP=1.30, Synergy_Bliss=1.82, Synergy_Loewe=-21.2, Synergy_HSA=2.70.